From a dataset of Catalyst prediction with 721,799 reactions and 888 catalyst types from USPTO. Predict which catalyst facilitates the given reaction. (1) Reactant: [CH3:1][N:2]([CH3:20])[C:3]1[CH:8]=[CH:7][C:6]([C:9]2[CH:10]=[N:11][C:12]3[C:17]([N:18]=2)=[CH:16][C:15]([OH:19])=[CH:14][CH:13]=3)=[CH:5][CH:4]=1.C(=O)([O-])[O-].[K+].[K+].Br[CH2:28][CH2:29][OH:30]. Product: [CH3:1][N:2]([CH3:20])[C:3]1[CH:4]=[CH:5][C:6]([C:9]2[CH:10]=[N:11][C:12]3[C:17]([N:18]=2)=[CH:16][C:15]([O:19][CH2:28][CH2:29][OH:30])=[CH:14][CH:13]=3)=[CH:7][CH:8]=1. The catalyst class is: 9. (2) Reactant: [C:1]1([C:37]2[CH:42]=[CH:41][CH:40]=[CH:39][CH:38]=2)[CH:6]=[CH:5][CH:4]=[C:3]([CH2:7][NH:8][C:9](=[O:36])/[C:10](=[CH:21]/[C:22]2[CH:27]=[CH:26][C:25]([N:28]3[CH:32]=[C:31]([CH3:33])[N:30]=[CH:29]3)=[C:24]([O:34][CH3:35])[CH:23]=2)/[CH2:11][CH2:12][CH2:13][O:14]C2CCCCO2)[CH:2]=1. Product: [C:1]1([C:37]2[CH:42]=[CH:41][CH:40]=[CH:39][CH:38]=2)[CH:6]=[CH:5][CH:4]=[C:3]([CH2:7][NH:8][C:9](=[O:36])/[C:10](=[CH:21]/[C:22]2[CH:27]=[CH:26][C:25]([N:28]3[CH:32]=[C:31]([CH3:33])[N:30]=[CH:29]3)=[C:24]([O:34][CH3:35])[CH:23]=2)/[CH2:11][CH2:12][CH2:13][OH:14])[CH:2]=1. The catalyst class is: 5. (3) The catalyst class is: 15. Reactant: [C:1]([C:4]1[CH:12]=[C:11]2[C:7]([C:8](=[C:15]3[CH:24]=[CH:23][C:22]4[C:17](=[CH:18][CH:19]=[CH:20][CH:21]=4)[NH:16]3)[C:9](=[O:14])[N:10]2O)=[CH:6][CH:5]=1)(=[O:3])[CH3:2]. Product: [C:1]([C:4]1[CH:12]=[C:11]2[C:7]([C:8](=[C:15]3[CH:24]=[CH:23][C:22]4[C:17](=[CH:18][CH:19]=[CH:20][CH:21]=4)[NH:16]3)[C:9](=[O:14])[NH:10]2)=[CH:6][CH:5]=1)(=[O:3])[CH3:2]. (4) Reactant: Cl[C:2]1[N:7]=[C:6]([CH3:8])[CH:5]=[C:4]([N:9]2[CH2:13][CH2:12][CH2:11][CH2:10]2)[N:3]=1.C1(C)C=CC=CC=1P(C1C=CC=CC=1C)C1C=CC=CC=1C.C([O-])(O)=O.[Na+].[CH:41]([C:43]1[CH:48]=[CH:47][CH:46]=[CH:45][N:44]=1)=[CH2:42].[Na+].[Cl-]. Product: [CH3:8][C:6]1[CH:5]=[C:4]([N:9]2[CH2:13][CH2:12][CH2:11][CH2:10]2)[N:3]=[C:2](/[CH:42]=[CH:41]/[C:43]2[CH:48]=[CH:47][CH:46]=[CH:45][N:44]=2)[N:7]=1. The catalyst class is: 274.